This data is from Reaction yield outcomes from USPTO patents with 853,638 reactions. The task is: Predict the reaction yield, written as a fraction of the theoretical maximum amount of product (1.0 means a 100% yield; for example, 0.34 means a 34% yield). (1) The reactants are [H-].[Na+].F[C:4]1[CH:9]=[CH:8][C:7]([N+:10]([O-:12])=[O:11])=[CH:6][CH:5]=1.[F:13][C:14]1[C:19]([F:20])=[CH:18][CH:17]=[CH:16][C:15]=1[OH:21]. The catalyst is CN(C)C=O.Cl[Cu]. The product is [F:20][C:19]1[CH:18]=[CH:17][CH:16]=[C:15]([O:21][C:4]2[CH:9]=[CH:8][C:7]([N+:10]([O-:12])=[O:11])=[CH:6][CH:5]=2)[C:14]=1[F:13]. The yield is 0.840. (2) The reactants are S1C2C=CC=CC=2C=C1B(O)[OH:11].OO.[S:15]1[C:19]2[CH:20]=[CH:21][CH:22]=[CH:23][C:18]=2[CH2:17][C:16]1=[O:24].[OH-].[Li+].Cl. The catalyst is CCO.O.CC(OC)(C)C. The product is [SH:15][C:19]1[CH:20]=[CH:21][CH:22]=[CH:23][C:18]=1[CH2:17][C:16]([OH:24])=[O:11]. The yield is 0.680. (3) The reactants are [ClH:1].[NH2:2][C:3]1[N:4]=[CH:5][C:6]([C:20]2[CH:25]=[CH:24][C:23]([S:26]([N:29]([CH:31]3[CH2:33][CH2:32]3)[CH3:30])(=[O:28])=[O:27])=[CH:22][CH:21]=2)=[N:7][C:8]=1[C:9]1[CH:10]=[C:11]2[C:16](=[CH:17][CH:18]=1)[C:15]([OH:19])=[N:14][CH:13]=[CH:12]2.COC(OC)N(C)C.[Br:42]N1C(=O)CCC1=O. The catalyst is CN(C=O)C. The product is [ClH:1].[NH2:2][C:3]1[N:4]=[CH:5][C:6]([C:20]2[CH:21]=[CH:22][C:23]([S:26]([N:29]([CH:31]3[CH2:32][CH2:33]3)[CH3:30])(=[O:27])=[O:28])=[CH:24][CH:25]=2)=[N:7][C:8]=1[C:9]1[CH:10]=[C:11]2[C:16](=[CH:17][CH:18]=1)[C:15]([OH:19])=[N:14][CH:13]=[C:12]2[Br:42]. The yield is 0.430. (4) The reactants are [Cl:1][C:2]1[CH:37]=[CH:36][C:5]([CH2:6][N:7]2[C:15]3[C:14](=[O:16])[N:13]([CH2:17][C:18](=[O:21])[CH2:19][CH3:20])[C:12](=[O:22])[N:11]([CH3:23])[C:10]=3[N:9]=[C:8]2[O:24][C:25]2[CH:30]=[CH:29][CH:28]=[C:27]([O:31][C:32]([F:35])([F:34])[F:33])[CH:26]=2)=[CH:4][CH:3]=1.[BH4-].[Na+]. The catalyst is CO.C(Cl)Cl. The product is [Cl:1][C:2]1[CH:3]=[CH:4][C:5]([CH2:6][N:7]2[C:15]3[C:14](=[O:16])[N:13]([CH2:17][CH:18]([OH:21])[CH2:19][CH3:20])[C:12](=[O:22])[N:11]([CH3:23])[C:10]=3[N:9]=[C:8]2[O:24][C:25]2[CH:30]=[CH:29][CH:28]=[C:27]([O:31][C:32]([F:35])([F:33])[F:34])[CH:26]=2)=[CH:36][CH:37]=1. The yield is 0.730.